This data is from Full USPTO retrosynthesis dataset with 1.9M reactions from patents (1976-2016). The task is: Predict the reactants needed to synthesize the given product. (1) The reactants are: [Br:1][C:2]1[CH:3]=[C:4]([CH:15]=[CH:16][CH:17]=1)[CH2:5][C:6]1[N:7]=[C:8]([C:12]([OH:14])=O)[O:9][C:10]=1[CH3:11].CCN=C=NCCCN(C)C.Cl.C1C=CC2N(O)N=NC=2C=1.O[NH:41][C:42](=[NH:54])[C:43]1[CH:48]=[CH:47][C:46]([O:49][C:50]([F:53])([F:52])[F:51])=[CH:45][CH:44]=1. Given the product [Br:1][C:2]1[CH:3]=[C:4]([CH:15]=[CH:16][CH:17]=1)[CH2:5][C:6]1[N:7]=[C:8]([C:12]2[O:14][N:54]=[C:42]([C:43]3[CH:44]=[CH:45][C:46]([O:49][C:50]([F:51])([F:52])[F:53])=[CH:47][CH:48]=3)[N:41]=2)[O:9][C:10]=1[CH3:11], predict the reactants needed to synthesize it. (2) The reactants are: Cl[C:2]1[N:3]([CH2:16][C:17]2[CH:22]=[CH:21][C:20]([O:23][CH3:24])=[CH:19][CH:18]=2)[C:4]2[C:9]([N:10]=1)=[C:8]([C:11]1[O:12][CH:13]=[CH:14][CH:15]=1)[N:7]=[CH:6][N:5]=2.C[O-:26].[Na+].[NH4+].[Cl-]. Given the product [O:12]1[CH:13]=[CH:14][CH:15]=[C:11]1[C:8]1[N:7]=[CH:6][N:5]=[C:4]2[C:9]=1[N:10]=[C:2]([OH:26])[N:3]2[CH2:16][C:17]1[CH:22]=[CH:21][C:20]([O:23][CH3:24])=[CH:19][CH:18]=1, predict the reactants needed to synthesize it. (3) The reactants are: [CH3:1][O:2][C:3]1[N:8]=[CH:7][C:6]([NH:9][C:10]2[C:17]([C:18]3[N:26]=[C:25]([CH3:27])[N:24]=[C:23]4[C:19]=3[N:20]=[CH:21][N:22]4[CH:28]3[CH2:33][CH2:32][CH2:31][CH2:30][O:29]3)=[CH:16][C:13]([CH:14]=[O:15])=[CH:12][N:11]=2)=[CH:5][CH:4]=1.[CH3:34][Mg]Br.[Cl-].[NH4+]. Given the product [CH3:1][O:2][C:3]1[N:8]=[CH:7][C:6]([NH:9][C:10]2[N:11]=[CH:12][C:13]([CH:14]([OH:15])[CH3:34])=[CH:16][C:17]=2[C:18]2[N:26]=[C:25]([CH3:27])[N:24]=[C:23]3[C:19]=2[N:20]=[CH:21][N:22]3[CH:28]2[CH2:33][CH2:32][CH2:31][CH2:30][O:29]2)=[CH:5][CH:4]=1, predict the reactants needed to synthesize it. (4) Given the product [CH3:1][O:2][C:3](=[O:13])[CH2:4][C:5]1[CH:10]=[CH:9][CH:8]=[C:7]([Br:11])[C:6]=1[O:12][CH3:14], predict the reactants needed to synthesize it. The reactants are: [CH3:1][O:2][C:3](=[O:13])[CH2:4][C:5]1[CH:10]=[CH:9][CH:8]=[C:7]([Br:11])[C:6]=1[OH:12].[C:14](=O)([O-])[O-].[K+].[K+].IC. (5) Given the product [Br:1][C:2]1[CH:3]=[C:4]2[C@:10]3([CH2:23][C:13]4=[N:14][CH:15]=[C:16]([C:18]([O:20][CH2:21][CH3:22])=[O:19])[CH:17]=[C:12]4[CH2:11]3)[C:9](=[O:24])[N:8]([CH2:37][O:36][CH2:35][CH2:34][Si:33]([CH3:40])([CH3:39])[CH3:32])[C:5]2=[N:6][CH:7]=1, predict the reactants needed to synthesize it. The reactants are: [Br:1][C:2]1[CH:3]=[C:4]2[C@:10]3([CH2:23][C:13]4=[N:14][CH:15]=[C:16]([C:18]([O:20][CH2:21][CH3:22])=[O:19])[CH:17]=[C:12]4[CH2:11]3)[C:9](=[O:24])[NH:8][C:5]2=[N:6][CH:7]=1.C(N(CC)CC)C.[CH3:32][Si:33]([CH3:40])([CH3:39])[CH2:34][CH2:35][O:36][CH2:37]Cl.C(=O)(O)[O-].[Na+]. (6) Given the product [CH3:11][O:12][C:13](=[O:18])/[C:14](=[CH:5]\[C:4]1[CH:7]=[CH:8][C:9]([F:10])=[C:2]([F:1])[CH:3]=1)/[C:15](=[O:17])[CH3:16], predict the reactants needed to synthesize it. The reactants are: [F:1][C:2]1[CH:3]=[C:4]([CH:7]=[CH:8][C:9]=1[F:10])[CH:5]=O.[CH3:11][O:12][C:13](=[O:18])[CH2:14][C:15](=[O:17])[CH3:16].